From a dataset of Experimentally validated miRNA-target interactions with 360,000+ pairs, plus equal number of negative samples. Binary Classification. Given a miRNA mature sequence and a target amino acid sequence, predict their likelihood of interaction. (1) The miRNA is hsa-miR-4677-5p with sequence UUGUUCUUUGGUCUUUCAGCCA. The protein sequence of the target gene is MSGYQRRPGATPLSRARSLAIPDAPAFYERRSCLPQLNCERPHGRDLDSPFFGIRPAFMCYVPSPVLASVGDTDFGYGKGKCSKQSPSGAHGTHFGDDRFEDLEEANPFSFREFLKTKNLGLSKEDPASRIYAKEASRHSLGLDHNSPPSQTGGYGLEYQQPFFEDPTGAGDLLDEEEDEDTGWSGAYLPSAIEQTHPERVPAGTSPCSTYLSFFSTPSELAGPESLPSWALSDTDSRVSPASPAGSPSADFAVHGESLGDRHLRTLQISYDALKDENSKLRRKLNEVQSFSEAQTEMVR.... Result: 1 (interaction). (2) The miRNA is hsa-miR-5697 with sequence UCAAGUAGUUUCAUGAUAAAGG. The protein sequence of the target gene is MMGCFALQTVDTELTADSVEWCPLQGCRHLLACGTYQLRRPEDRPAGPQNKGGMEVKEPQVRLGRLFLYSFNDNNSIHPLVEVQRKDTSAILDMKWCHIPVAGHALLGLADASGSIQLLRLVESEKSHVLEPLSSLALEEQCLALSLDWSTGKTGRAGDQPLKIISSDSTGQLHLLMVNETRPRLQKVASWQAHQFEAWIAAFNYWHPEIVYSGGDDGLLRGWDTRVPGKFLFTSKRHTMGVCSIQSSPHREHILATGSYDEHILLWDTRNMKQPLADTPVQGGVWRIKWHPFHHHLLLA.... Result: 0 (no interaction). (3) Result: 0 (no interaction). The protein sequence of the target gene is MKAQGETEDSERLSKMSSLLERLHAKFNQNRPWSETIKLVRQVMEKRVVMSSGGHQHLVSCLETLQKALKVTSLPAMTDRLESIARQNGLGSHLSASGTECYITSDMFYVEVQLDPAGQLCDVKVAHHGENPVSCPELVQQLREKNFEEFSKHLKGLVNLYNLPGDNKLKTKMYLALQSLEQDLSKMAIMYWKATNAAPLDKILHGSVGYLTPRSGGHLMNMKYYASPSDLLDDKTASPIILHEKNVPRSLGMNASVTIEGTSAMYKLPIAPLIMGSHPADNKWTPSFSAVTSANSVDLP.... The miRNA is hsa-miR-548ay-3p with sequence CAAAACCGCGAUUACUCUUGCA.